Dataset: Catalyst prediction with 721,799 reactions and 888 catalyst types from USPTO. Task: Predict which catalyst facilitates the given reaction. (1) Reactant: CCN(C(C)C)C(C)C.Cl[C:11]1[C:12]2[S:29][C:28]([NH2:30])=[N:27][C:13]=2[N:14]=[C:15]([S:17][C@H:18]([C:20]2[CH:25]=[CH:24][CH:23]=[CH:22][C:21]=2[F:26])[CH3:19])[N:16]=1.[NH2:31][C@H:32]([CH2:35][C:36]([F:39])([CH3:38])[CH3:37])[CH2:33][OH:34].O. Product: [NH2:30][C:28]1[S:29][C:12]2[C:11]([NH:31][C@H:32]([CH2:35][C:36]([F:39])([CH3:38])[CH3:37])[CH2:33][OH:34])=[N:16][C:15]([S:17][C@H:18]([C:20]3[CH:25]=[CH:24][CH:23]=[CH:22][C:21]=3[F:26])[CH3:19])=[N:14][C:13]=2[N:27]=1. The catalyst class is: 37. (2) Reactant: [C:1]([N:8]1[CH2:13][CH2:12][NH:11][CH2:10][C@H:9]1[CH3:14])([O:3][C:4]([CH3:7])([CH3:6])[CH3:5])=[O:2].C(O[BH-](OC(=O)C)OC(=O)C)(=O)C.[Na+].[CH3:29][C:30]([CH3:32])=O.C(O)(=O)C. Product: [C:1]([N:8]1[CH2:13][CH2:12][N:11]([CH:30]([CH3:32])[CH3:29])[CH2:10][C@@H:9]1[CH3:14])([O:3][C:4]([CH3:7])([CH3:6])[CH3:5])=[O:2]. The catalyst class is: 18. (3) Reactant: [CH3:1][CH:2]1[C:7](=[O:8])[N:6]([CH2:9][O:10][CH2:11][CH2:12][Si:13]([CH3:16])([CH3:15])[CH3:14])[N:5]=[C:4]2[CH2:17][O:18][C:19]3[CH:24]=[C:23]([C:25]([F:28])([F:27])[F:26])[C:22]([C:29]4[CH2:34][CH2:33][N:32]([C:35]([O:37][C:38]([CH3:41])([CH3:40])[CH3:39])=[O:36])[CH2:31][CH:30]=4)=[CH:21][C:20]=3[N:3]12. Product: [CH3:1][CH:2]1[C:7](=[O:8])[N:6]([CH2:9][O:10][CH2:11][CH2:12][Si:13]([CH3:16])([CH3:15])[CH3:14])[N:5]=[C:4]2[CH2:17][O:18][C:19]3[CH:24]=[C:23]([C:25]([F:28])([F:27])[F:26])[C:22]([CH:29]4[CH2:34][CH2:33][N:32]([C:35]([O:37][C:38]([CH3:39])([CH3:41])[CH3:40])=[O:36])[CH2:31][CH2:30]4)=[CH:21][C:20]=3[N:3]12. The catalyst class is: 19.